Dataset: Full USPTO retrosynthesis dataset with 1.9M reactions from patents (1976-2016). Task: Predict the reactants needed to synthesize the given product. (1) The reactants are: I[C:2]1[CH:3]=[C:4]([N:8]2[C:12]3=[CH:13][N:14]=[CH:15][CH:16]=[C:11]3[C:10]([C:17]([O:19][CH3:20])=[O:18])=[N:9]2)[CH:5]=[CH:6][CH:7]=1.[C:21]([C@:23]1([OH:30])[CH2:27][CH2:26][N:25]([CH3:28])[C:24]1=[O:29])#[CH:22]. Given the product [OH:30][C@@:23]1([C:21]#[C:22][C:2]2[CH:3]=[C:4]([N:8]3[C:12]4=[CH:13][N:14]=[CH:15][CH:16]=[C:11]4[C:10]([C:17]([O:19][CH3:20])=[O:18])=[N:9]3)[CH:5]=[CH:6][CH:7]=2)[CH2:27][CH2:26][N:25]([CH3:28])[C:24]1=[O:29], predict the reactants needed to synthesize it. (2) The reactants are: O[C@H:2]([CH3:40])[CH2:3][NH:4][C:5]([C:7]1[NH:8][C:9]([C:12]2[CH:17]=[C:16]([O:18][C:19]3[CH:24]=[N:23][C:22]([C:25]([N:27]4[CH2:32][CH2:31][N:30]([CH3:33])[CH2:29][CH2:28]4)=[O:26])=[CH:21]N=3)[CH:15]=[C:14]([O:34][C@@H:35]([CH3:39])[CH2:36][O:37][CH3:38])[CH:13]=2)=[CH:10][CH:11]=1)=[O:6].CS(O)(=O)=O.C(N(CC)CC)C.[Cl-].[NH4+:54]. Given the product [CH3:38][O:37][CH2:36][C@H:35]([CH3:39])[O:34][C:14]1[CH:15]=[C:16]([CH:17]=[C:12]([C:9]2[NH:8][C:7]([C:5]3[O:6][C@@H:2]([CH3:40])[CH2:3][N:4]=3)=[CH:11][CH:10]=2)[CH:13]=1)[O:18][C:19]1[CH:24]=[N:23][C:22]([C:25]([N:27]2[CH2:28][CH2:29][N:30]([CH3:33])[CH2:31][CH2:32]2)=[O:26])=[CH:21][N:54]=1, predict the reactants needed to synthesize it. (3) Given the product [NH3:11].[Si:1]([O:8][C@H:9]([C:26]1[CH:31]=[CH:30][C:29]([OH:32])=[C:28]([CH2:40][OH:41])[CH:27]=1)[CH2:10][NH:11][C@H:12]([CH3:25])[CH2:13][C:14]1[CH:15]=[C:16]([CH2:20][C:21]([O:23][CH3:24])=[O:22])[CH:17]=[CH:18][CH:19]=1)([C:4]([CH3:7])([CH3:5])[CH3:6])([CH3:3])[CH3:2], predict the reactants needed to synthesize it. The reactants are: [Si:1]([O:8][C@H:9]([C:26]1[CH:31]=[CH:30][C:29]([O:32]CC2C=CC=CC=2)=[C:28]([CH2:40][OH:41])[CH:27]=1)[CH2:10][NH:11][C@H:12]([CH3:25])[CH2:13][C:14]1[CH:15]=[C:16]([CH2:20][C:21]([O:23][CH3:24])=[O:22])[CH:17]=[CH:18][CH:19]=1)([C:4]([CH3:7])([CH3:6])[CH3:5])([CH3:3])[CH3:2]. (4) Given the product [Cl:1][C:2]1[CH:3]=[CH:4][C:5]([NH2:11])=[C:6]([CH2:7][NH:8][CH3:9])[CH:10]=1, predict the reactants needed to synthesize it. The reactants are: [Cl:1][C:2]1[CH:3]=[CH:4][C:5]([N+:11]([O-])=O)=[C:6]([CH:10]=1)[CH2:7][NH:8][CH3:9].[H][H]. (5) Given the product [CH3:29][N:30]([CH3:40])[C:31]1[N:32]([C:2]2[N:3]=[C:4]([N:23]3[CH2:24][CH2:25][O:26][CH2:27][CH2:28]3)[C:5]3[N:11]=[C:10]([CH2:12][N:13]4[CH2:14][CH:15]([N:17]5[CH2:22][CH2:21][O:20][CH2:19][CH2:18]5)[CH2:16]4)[CH:9]=[CH:8][C:6]=3[N:7]=2)[C:33]2[CH:39]=[CH:38][CH:37]=[CH:36][C:34]=2[N:35]=1, predict the reactants needed to synthesize it. The reactants are: Cl[C:2]1[N:3]=[C:4]([N:23]2[CH2:28][CH2:27][O:26][CH2:25][CH2:24]2)[C:5]2[N:11]=[C:10]([CH2:12][N:13]3[CH2:16][CH:15]([N:17]4[CH2:22][CH2:21][O:20][CH2:19][CH2:18]4)[CH2:14]3)[CH:9]=[CH:8][C:6]=2[N:7]=1.[CH3:29][N:30]([CH3:40])[C:31]1[NH:35][C:34]2[CH:36]=[CH:37][CH:38]=[CH:39][C:33]=2[N:32]=1. (6) Given the product [CH3:1][C:2]1[C:6]([C:7]2[C:12]([C:13](=[N:27][OH:28])[NH2:14])=[CH:11][C:10]([CH2:15][CH2:16][CH3:17])=[CH:9][C:8]=2[C:18]2[CH:23]=[CH:22][C:21]([OH:24])=[C:20]([F:25])[CH:19]=2)=[C:5]([CH3:26])[O:4][N:3]=1, predict the reactants needed to synthesize it. The reactants are: [CH3:1][C:2]1[C:6]([C:7]2[C:12]([C:13]#[N:14])=[CH:11][C:10]([CH2:15][CH2:16][CH3:17])=[CH:9][C:8]=2[C:18]2[CH:23]=[CH:22][C:21]([OH:24])=[C:20]([F:25])[CH:19]=2)=[C:5]([CH3:26])[O:4][N:3]=1.[NH2:27][OH:28]. (7) The reactants are: Cl[CH2:2][C@@H:3]([N:6]1[C:14]2[C:9](=[N:10][C:11]([C:16]3[CH:21]=[CH:20][C:19]([O:22][C:23]([F:26])([F:25])[F:24])=[CH:18][C:17]=3[O:27][CH3:28])=[C:12]([CH3:15])[CH:13]=2)[C:8]([CH3:29])=[CH:7]1)[CH2:4][CH3:5].[NH:30]1[CH2:34][CH2:33][CH2:32][CH2:31]1.O. Given the product [CH3:28][O:27][C:17]1[CH:18]=[C:19]([O:22][C:23]([F:25])([F:26])[F:24])[CH:20]=[CH:21][C:16]=1[C:11]1[N:10]=[C:9]2[C:8]([CH3:29])=[CH:7][N:6]([C@H:3]([CH2:2][N:30]3[CH2:34][CH2:33][CH2:32][CH2:31]3)[CH2:4][CH3:5])[C:14]2=[CH:13][C:12]=1[CH3:15], predict the reactants needed to synthesize it. (8) Given the product [NH2:1][C@H:2]1[CH2:7][CH2:6][CH2:5][CH2:4][C@H:3]1[NH:8][C:9]1[N:14]=[C:13]([NH:15][C:16]2[CH:17]=[CH:18][CH:19]=[C:20]([C:33]3[N:32]=[CH:31][O:30][CH:34]=3)[CH:21]=2)[C:12]([C:27]([NH2:29])=[O:28])=[CH:11][N:10]=1, predict the reactants needed to synthesize it. The reactants are: [NH2:1][C@H:2]1[CH2:7][CH2:6][CH2:5][CH2:4][C@H:3]1[NH:8][C:9]1[N:14]=[C:13]([NH:15][C:16]2[CH:21]=[CH:20][C:19](C3ON=CC=3)=[CH:18][CH:17]=2)[C:12]([C:27]([NH2:29])=[O:28])=[CH:11][N:10]=1.[O:30]1[CH:34]=[C:33](C2C=C(C=CC=2)N)[N:32]=[CH:31]1. (9) The reactants are: [CH2:1]([Br:8])[C:2]1[CH:7]=[CH:6][CH:5]=[CH:4][CH:3]=1.[CH3:9][C:10]1[O:14][C:13]([C:15]2[CH:20]=[CH:19][N:18]=[CH:17][CH:16]=2)=[N:12][CH:11]=1. Given the product [Br-:8].[CH2:1]([N+:18]1[CH:17]=[CH:16][C:15]([C:13]2[O:14][C:10]([CH3:9])=[CH:11][N:12]=2)=[CH:20][CH:19]=1)[C:2]1[CH:7]=[CH:6][CH:5]=[CH:4][CH:3]=1, predict the reactants needed to synthesize it. (10) Given the product [Cl:15][C:16]1[N:17]=[C:18]([Cl:23])[CH:19]=[C:20]([O:14][C:8]2[C:7]([Cl:6])=[CH:12][CH:11]=[CH:10][C:9]=2[Cl:13])[N:21]=1, predict the reactants needed to synthesize it. The reactants are: [OH-].[K+].C(O)C.[Cl:6][C:7]1[CH:12]=[CH:11][CH:10]=[C:9]([Cl:13])[C:8]=1[OH:14].[Cl:15][C:16]1[N:21]=[C:20](Cl)[CH:19]=[C:18]([Cl:23])[N:17]=1.